From a dataset of Full USPTO retrosynthesis dataset with 1.9M reactions from patents (1976-2016). Predict the reactants needed to synthesize the given product. (1) Given the product [C:15]1([S:21]([N:24]2[CH:25]=[CH:26][CH:27]=[C:28]2[C:6](=[O:7])[C:5]2[CH:9]=[CH:10][C:2]([F:1])=[CH:3][CH:4]=2)(=[O:23])=[O:22])[CH:16]=[CH:17][CH:18]=[CH:19][CH:20]=1, predict the reactants needed to synthesize it. The reactants are: [F:1][C:2]1[CH:10]=[CH:9][C:5]([C:6](Cl)=[O:7])=[CH:4][CH:3]=1.B(F)(F)F.[C:15]1([S:21]([N:24]2[CH:28]=[CH:27][CH:26]=[CH:25]2)(=[O:23])=[O:22])[CH:20]=[CH:19][CH:18]=[CH:17][CH:16]=1. (2) Given the product [CH3:25][C:26]1[C:34]2[C:29](=[CH:30][CH:31]=[CH:32][CH:33]=2)[N:28]([S:2]([C:5]2[CH:6]=[CH:7][C:8]3[O:17][C:16]4[CH2:15][CH2:14][N:13]([C:18]([O:20][C:21]([CH3:24])([CH3:23])[CH3:22])=[O:19])[CH2:12][C:11]=4[C:9]=3[CH:10]=2)(=[O:4])=[O:3])[CH:27]=1, predict the reactants needed to synthesize it. The reactants are: Cl[S:2]([C:5]1[CH:6]=[CH:7][C:8]2[O:17][C:16]3[CH2:15][CH2:14][N:13]([C:18]([O:20][C:21]([CH3:24])([CH3:23])[CH3:22])=[O:19])[CH2:12][C:11]=3[C:9]=2[CH:10]=1)(=[O:4])=[O:3].[CH3:25][C:26]1[C:34]2[C:29](=[CH:30][CH:31]=[CH:32][CH:33]=2)[NH:28][CH:27]=1. (3) Given the product [CH:19]([N:18]1[C:14]([C:8]2[S:9][C:10]3[CH2:11][CH2:12][O:13][C:4]4[CH:3]=[C:2]([C:34]5[CH:33]=[N:32][N:31]([CH2:30][C:26]6([CH3:25])[CH2:27][O:28][CH2:29]6)[CH:35]=5)[CH:24]=[CH:23][C:5]=4[C:6]=3[N:7]=2)=[N:15][C:16]([NH2:22])=[N:17]1)([CH3:21])[CH3:20], predict the reactants needed to synthesize it. The reactants are: Br[C:2]1[CH:24]=[CH:23][C:5]2[C:6]3[N:7]=[C:8]([C:14]4[N:18]([CH:19]([CH3:21])[CH3:20])[N:17]=[C:16]([NH2:22])[N:15]=4)[S:9][C:10]=3[CH2:11][CH2:12][O:13][C:4]=2[CH:3]=1.[CH3:25][C:26]1([CH2:30][N:31]2[CH:35]=[C:34](B3OC(C)(C)C(C)(C)O3)[CH:33]=[N:32]2)[CH2:29][O:28][CH2:27]1. (4) Given the product [CH3:18][C:5]1[CH:4]=[CH:3][C:2]([NH:1][C:30]([C:28]2[S:29][C:25]([C:19]3[CH:20]=[CH:21][CH:22]=[CH:23][CH:24]=3)=[CH:26][CH:27]=2)=[O:31])=[CH:7][C:6]=1[NH:8][C:9](=[O:17])[CH2:10][N:11]1[CH2:12][CH2:13][O:14][CH2:15][CH2:16]1, predict the reactants needed to synthesize it. The reactants are: [NH2:1][C:2]1[CH:3]=[CH:4][C:5]([CH3:18])=[C:6]([NH:8][C:9](=[O:17])[CH2:10][N:11]2[CH2:16][CH2:15][O:14][CH2:13][CH2:12]2)[CH:7]=1.[C:19]1([C:25]2[S:29][C:28]([C:30](O)=[O:31])=[CH:27][CH:26]=2)[CH:24]=[CH:23][CH:22]=[CH:21][CH:20]=1.C(N(C(C)C)CC)(C)C. (5) Given the product [N:1]([C:10]1[CH:9]=[C:8]([CH3:21])[C:7]([C:22]2[C:26](=[O:27])[CH2:25][CH:24]([CH2:28][CH2:29][NH:30][C:31]([C:33]3[CH:38]=[CH:37][CH:36]=[CH:35][N:34]=3)=[O:32])[C:23]=2[O:39][CH3:40])=[C:6]([CH3:5])[CH:11]=1)=[N+:2]=[N-:3], predict the reactants needed to synthesize it. The reactants are: [N-:1]=[N+:2]=[N-:3].[Na+].[CH3:5][C:6]1[CH:11]=[C:10](B2OC(C)(C)C(C)(C)O2)[CH:9]=[C:8]([CH3:21])[C:7]=1[C:22]1[C:26](=[O:27])[CH2:25][CH:24]([CH2:28][CH2:29][NH:30][C:31]([C:33]2[CH:38]=[CH:37][CH:36]=[CH:35][N:34]=2)=[O:32])[C:23]=1[O:39][CH3:40].C(N(CC([O-])=O)CC([O-])=O)CN(CC([O-])=O)CC([O-])=O.[Na+].[Na+].[Na+].[Na+].C(OCC)(=O)C. (6) Given the product [NH2:8][C:9]([C:28]1([C:31]([C:33]2[CH:34]=[CH:35][C:36]([O:39][CH3:40])=[CH:37][CH:38]=2)=[O:32])[CH2:30][CH2:29]1)([C:14]1[CH:15]=[CH:16][C:17]([O:20][CH2:21][CH2:22][CH2:23][C:24]([F:27])([F:25])[F:26])=[CH:18][CH:19]=1)[C:10]([F:13])([F:12])[F:11], predict the reactants needed to synthesize it. The reactants are: C([NH:8][C:9]([C:28]1([C:31]([C:33]2[CH:38]=[CH:37][C:36]([O:39][CH3:40])=[CH:35][CH:34]=2)=[O:32])[CH2:30][CH2:29]1)([C:14]1[CH:19]=[CH:18][C:17]([O:20][CH2:21][CH2:22][CH2:23][C:24]([F:27])([F:26])[F:25])=[CH:16][CH:15]=1)[C:10]([F:13])([F:12])[F:11])C1C=CC=CC=1.C(O)=O. (7) Given the product [Cl:1][C:2]1[CH:3]=[C:4]2[C:8](=[CH:9][CH:10]=1)[N:7]([S:43]([C:40]1[CH:41]=[CH:42][C:37]([O:36][CH3:35])=[CH:38][C:39]=1[O:47][C:48]([F:49])([F:50])[F:51])(=[O:45])=[O:44])[C:6](=[O:11])[C:5]2([C:27]1[CH:32]=[CH:31][CH:30]=[CH:29][C:28]=1[O:33][CH3:34])[CH2:12][C:13](=[O:26])[N:14]1[CH2:15][CH2:16][CH:17]([C:20]2[CH:21]=[CH:22][N:23]=[CH:24][CH:25]=2)[CH2:18][CH2:19]1, predict the reactants needed to synthesize it. The reactants are: [Cl:1][C:2]1[CH:3]=[C:4]2[C:8](=[CH:9][CH:10]=1)[NH:7][C:6](=[O:11])[C:5]2([C:27]1[CH:32]=[CH:31][CH:30]=[CH:29][C:28]=1[O:33][CH3:34])[CH2:12][C:13](=[O:26])[N:14]1[CH2:19][CH2:18][CH:17]([C:20]2[CH:25]=[CH:24][N:23]=[CH:22][CH:21]=2)[CH2:16][CH2:15]1.[CH3:35][O:36][C:37]1[CH:42]=[CH:41][C:40]([S:43](Cl)(=[O:45])=[O:44])=[C:39]([O:47][C:48]([F:51])([F:50])[F:49])[CH:38]=1.